This data is from NCI-60 drug combinations with 297,098 pairs across 59 cell lines. The task is: Regression. Given two drug SMILES strings and cell line genomic features, predict the synergy score measuring deviation from expected non-interaction effect. (1) Drug 1: C1CCC(C1)C(CC#N)N2C=C(C=N2)C3=C4C=CNC4=NC=N3. Drug 2: CS(=O)(=O)OCCCCOS(=O)(=O)C. Cell line: M14. Synergy scores: CSS=-18.9, Synergy_ZIP=7.78, Synergy_Bliss=0.946, Synergy_Loewe=-3.60, Synergy_HSA=-10.0. (2) Drug 1: CS(=O)(=O)C1=CC(=C(C=C1)C(=O)NC2=CC(=C(C=C2)Cl)C3=CC=CC=N3)Cl. Drug 2: CN1C2=C(C=C(C=C2)N(CCCl)CCCl)N=C1CCCC(=O)O.Cl. Cell line: NCI/ADR-RES. Synergy scores: CSS=14.5, Synergy_ZIP=-3.09, Synergy_Bliss=3.90, Synergy_Loewe=2.64, Synergy_HSA=2.73. (3) Drug 1: CN1C(=O)N2C=NC(=C2N=N1)C(=O)N. Drug 2: C(=O)(N)NO. Cell line: SR. Synergy scores: CSS=17.0, Synergy_ZIP=-6.38, Synergy_Bliss=-2.44, Synergy_Loewe=-11.0, Synergy_HSA=-2.34. (4) Drug 1: CC1OCC2C(O1)C(C(C(O2)OC3C4COC(=O)C4C(C5=CC6=C(C=C35)OCO6)C7=CC(=C(C(=C7)OC)O)OC)O)O. Drug 2: CN(CC1=CN=C2C(=N1)C(=NC(=N2)N)N)C3=CC=C(C=C3)C(=O)NC(CCC(=O)O)C(=O)O. Cell line: SF-268. Synergy scores: CSS=22.1, Synergy_ZIP=-3.89, Synergy_Bliss=0.492, Synergy_Loewe=-1.63, Synergy_HSA=1.12. (5) Synergy scores: CSS=-2.26, Synergy_ZIP=1.31, Synergy_Bliss=0.973, Synergy_Loewe=-0.457, Synergy_HSA=-0.729. Drug 2: COC1=C2C(=CC3=C1OC=C3)C=CC(=O)O2. Drug 1: CC1=CC=C(C=C1)C2=CC(=NN2C3=CC=C(C=C3)S(=O)(=O)N)C(F)(F)F. Cell line: UACC62.